The task is: Predict the reaction yield, written as a fraction of the theoretical maximum amount of product (1.0 means a 100% yield; for example, 0.34 means a 34% yield).. This data is from Reaction yield outcomes from USPTO patents with 853,638 reactions. (1) The product is [Br:15][CH2:12][C:7]1[CH:8]=[CH:9][CH:10]=[CH:11][C:6]=1[N:2]1[N:3]=[CH:4][CH:5]=[N:1]1. The catalyst is C1COCC1. The reactants are [N:1]1[N:2]([C:6]2[CH:11]=[CH:10][CH:9]=[CH:8][C:7]=2[CH2:12]O)[N:3]=[CH:4][CH:5]=1.P(Br)(Br)[Br:15].C([O-])(O)=O.[Na+]. The yield is 0.540. (2) The reactants are [CH:1]1([C:4]2[C:9]([C:10]([OH:12])=O)=[C:8]([CH3:13])[CH:7]=[C:6]([N:14]3[CH2:19][CH2:18][O:17][CH2:16][CH2:15]3)[N:5]=2)[CH2:3][CH2:2]1.C(N(C(C)C)C(C)C)C.C(N=C=NCCCN(C)C)C.O.ON1C2C=CC=CC=2N=N1.[NH2:51][CH2:52][C@H:53]1[CH2:58][CH2:57][CH2:56][CH2:55][C@@H:54]1[OH:59]. The catalyst is ClCCl.C(OCC)(=O)C.[Cl-].[NH4+]. The product is [CH:1]1([C:4]2[C:9]([C:10]([NH:51][CH2:52][C@H:53]3[CH2:58][CH2:57][CH2:56][CH2:55][C@@H:54]3[OH:59])=[O:12])=[C:8]([CH3:13])[CH:7]=[C:6]([N:14]3[CH2:19][CH2:18][O:17][CH2:16][CH2:15]3)[N:5]=2)[CH2:2][CH2:3]1. The yield is 0.800. (3) The reactants are Br[C:2]1[CH:7]=[CH:6][CH:5]=[CH:4][N:3]=1.C([Li])CCC.[NH2:13][C:14]1[CH:22]=[CH:21][C:20]([Cl:23])=[CH:19][C:15]=1[C:16](O)=[O:17].Cl[Si](C)(C)C.Cl. The catalyst is CCOCC.C1COCC1. The product is [NH2:13][C:14]1[CH:22]=[CH:21][C:20]([Cl:23])=[CH:19][C:15]=1[C:16]([C:2]1[CH:7]=[CH:6][CH:5]=[CH:4][N:3]=1)=[O:17]. The yield is 0.450. (4) The reactants are I[C:2]1[CH:3]=[N:4][N:5]([CH2:7][CH2:8][CH2:9][O:10][CH:11]2[CH2:16][CH2:15][CH2:14][CH2:13][O:12]2)[CH:6]=1.[C:17]([C:21]1[CH:22]=[C:23]([NH2:26])[NH:24][N:25]=1)([CH3:20])([CH3:19])[CH3:18].C([O-])([O-])=O.[K+].[K+].CN[C@@H]1CCCC[C@H]1NC. The catalyst is [Cu]I.O.C1(C)C=CC=CC=1. The product is [C:17]([C:21]1[CH:22]=[C:23]([NH2:26])[N:24]([C:2]2[CH:3]=[N:4][N:5]([CH2:7][CH2:8][CH2:9][O:10][CH:11]3[CH2:16][CH2:15][CH2:14][CH2:13][O:12]3)[CH:6]=2)[N:25]=1)([CH3:20])([CH3:19])[CH3:18]. The yield is 0.730.